Dataset: Full USPTO retrosynthesis dataset with 1.9M reactions from patents (1976-2016). Task: Predict the reactants needed to synthesize the given product. (1) Given the product [F:1][C:2]1[C:7]2[CH:8]=[C:9]([C:11]#[N:13])[S:10][C:6]=2[C:5]([O:14][CH3:15])=[CH:4][CH:3]=1, predict the reactants needed to synthesize it. The reactants are: [F:1][C:2]1[C:7]2[CH:8]=[C:9]([C:11]([NH2:13])=O)[S:10][C:6]=2[C:5]([O:14][CH3:15])=[CH:4][CH:3]=1.P(Cl)(Cl)(Cl)=O. (2) Given the product [OH:24][C@H:23]([C:17]1[CH:22]=[CH:21][CH:20]=[CH:19][CH:18]=1)[CH2:25][NH:1][CH2:2][CH2:3][CH:4]1[CH2:5][CH2:6][N:7]([C:10]([O:12][C:13]([CH3:16])([CH3:15])[CH3:14])=[O:11])[CH2:8][CH2:9]1, predict the reactants needed to synthesize it. The reactants are: [NH2:1][CH2:2][CH2:3][CH:4]1[CH2:9][CH2:8][N:7]([C:10]([O:12][C:13]([CH3:16])([CH3:15])[CH3:14])=[O:11])[CH2:6][CH2:5]1.[C:17]1([C@@H:23]2[CH2:25][O:24]2)[CH:22]=[CH:21][CH:20]=[CH:19][CH:18]=1.O1CCCC1. (3) Given the product [NH2:14][C:5]1[C:6]([OH:13])=[C:7]([CH:12]=[C:3]([C:1]#[N:2])[CH:4]=1)[C:8]([O:10][CH3:11])=[O:9], predict the reactants needed to synthesize it. The reactants are: [C:1]([C:3]1[CH:4]=[C:5]([N+:14]([O-])=O)[C:6]([OH:13])=[C:7]([CH:12]=1)[C:8]([O:10][CH3:11])=[O:9])#[N:2].CO. (4) Given the product [NH2:5][CH2:9][CH:10]([CH2:30][C:31]1[C:32]([NH2:37])=[N:33][CH:34]=[CH:35][CH:36]=1)[C:11]([N:13]([CH2:17][C:18]1[CH:23]=[C:22]([CH2:24][CH2:25][CH2:26][O:27][CH3:28])[CH:21]=[CH:20][C:19]=1[Cl:29])[CH:14]1[CH2:16][CH2:15]1)=[O:12], predict the reactants needed to synthesize it. The reactants are: CC([N:5]([CH2:9][CH:10]([CH2:30][C:31]1[C:32]([NH2:37])=[N:33][CH:34]=[CH:35][CH:36]=1)[C:11]([N:13]([CH2:17][C:18]1[CH:23]=[C:22]([CH2:24][CH2:25][CH2:26][O:27][CH3:28])[CH:21]=[CH:20][C:19]=1[Cl:29])[CH:14]1[CH2:16][CH2:15]1)=[O:12])C(=O)[O-])(C)C.Cl. (5) Given the product [CH3:1][O:2][C:3]([C:5]1([CH3:25])[C@H:11]([CH3:12])[CH2:10][N:9]([C:13]([O:15][C:16]([CH3:19])([CH3:17])[CH3:18])=[O:14])[C:8]2[CH:20]=[CH:21][CH:22]=[CH:23][C:7]=2[CH2:6]1)=[O:4], predict the reactants needed to synthesize it. The reactants are: [CH3:1][O:2][C:3]([CH:5]1[C@H:11]([CH3:12])[CH2:10][N:9]([C:13]([O:15][C:16]([CH3:19])([CH3:18])[CH3:17])=[O:14])[C:8]2[CH:20]=[CH:21][CH:22]=[CH:23][C:7]=2[CH2:6]1)=[O:4].O1CCC[CH2:25]1.C([N-]C(C)C)(C)C.[Li+].CI. (6) Given the product [CH:15]1([C:9]2[CH:10]=[C:11]([O:14][CH2:21][CH2:20][N:19]([CH3:23])[CH3:18])[CH:12]=[CH:13][C:8]=2[C:6]2[N:7]=[C:2]([NH2:1])[CH:3]=[CH:4][CH:5]=2)[CH2:17][CH2:16]1, predict the reactants needed to synthesize it. The reactants are: [NH2:1][C:2]1[N:7]=[C:6]([C:8]2[CH:13]=[CH:12][C:11]([OH:14])=[CH:10][C:9]=2[CH:15]2[CH2:17][CH2:16]2)[CH:5]=[CH:4][CH:3]=1.[CH3:18][N:19]([CH3:23])[CH2:20][CH2:21]Cl.C([O-])([O-])=O.[Cs+].[Cs+]. (7) Given the product [NH2:7][C:8]1[CH:13]=[CH:12][C:11]([C:14]2[S:15][CH:16]=[CH:17][CH:18]=2)=[CH:10][C:9]=1[NH:19][C:20](=[O:33])[C:21]1[CH:26]=[CH:25][C:24]([CH:27]([OH:32])[C:28](=[O:31])[NH:29][CH3:30])=[CH:23][CH:22]=1, predict the reactants needed to synthesize it. The reactants are: C(OC(=O)[NH:7][C:8]1[CH:13]=[CH:12][C:11]([C:14]2[S:15][CH:16]=[CH:17][CH:18]=2)=[CH:10][C:9]=1[NH:19][C:20](=[O:33])[C:21]1[CH:26]=[CH:25][C:24]([CH:27]([OH:32])[C:28](=[O:31])[NH:29][CH3:30])=[CH:23][CH:22]=1)(C)(C)C.FC(F)(F)C(O)=O.C([O-])(O)=O.[Na+].